Dataset: Catalyst prediction with 721,799 reactions and 888 catalyst types from USPTO. Task: Predict which catalyst facilitates the given reaction. Reactant: [C:1]([N:4]1[CH2:9][CH2:8][CH:7]([C:10]([N:12]([CH2:21][CH2:22][CH2:23][N:24]2[CH2:29][CH2:28][CH:27]([NH:30][C:31]3[CH:40]=[CH:39][C:34]([C:35]([O:37]C)=[O:36])=[CH:33][CH:32]=3)[CH2:26][CH2:25]2)[C:13]2[CH:18]=[CH:17][C:16]([Cl:19])=[C:15]([Cl:20])[CH:14]=2)=[O:11])[CH2:6][CH2:5]1)(=[O:3])[CH3:2].[OH-].[Na+].Cl. Product: [C:1]([N:4]1[CH2:9][CH2:8][CH:7]([C:10]([N:12]([CH2:21][CH2:22][CH2:23][N:24]2[CH2:25][CH2:26][CH:27]([NH:30][C:31]3[CH:32]=[CH:33][C:34]([C:35]([OH:37])=[O:36])=[CH:39][CH:40]=3)[CH2:28][CH2:29]2)[C:13]2[CH:18]=[CH:17][C:16]([Cl:19])=[C:15]([Cl:20])[CH:14]=2)=[O:11])[CH2:6][CH2:5]1)(=[O:3])[CH3:2]. The catalyst class is: 8.